From a dataset of Full USPTO retrosynthesis dataset with 1.9M reactions from patents (1976-2016). Predict the reactants needed to synthesize the given product. (1) Given the product [Cl:11][C:12]1[N:17]=[C:16]([S:10][C:7]2[CH:8]=[CH:9][C:4]([NH2:3])=[CH:5][CH:6]=2)[C:15]([CH3:19])=[CH:14][N:13]=1, predict the reactants needed to synthesize it. The reactants are: [OH-].[Na+].[NH2:3][C:4]1[CH:9]=[CH:8][C:7]([SH:10])=[CH:6][CH:5]=1.[Cl:11][C:12]1[N:17]=[C:16](Cl)[C:15]([CH3:19])=[CH:14][N:13]=1. (2) The reactants are: Cl.Cl.COC1C=CC(N2CCNCC2)=CC=1.C(Cl)(=O)CC(C)C.[CH2:24]([O:31][C:32]1[CH:37]=[CH:36][C:35]([N:38]2[CH2:43][CH2:42][NH:41][CH2:40][CH2:39]2)=[CH:34][C:33]=1[F:44])[C:25]1[CH:30]=[CH:29][CH:28]=[CH:27][CH:26]=1.[CH2:45]([N:47]([CH2:51][CH3:52])[C:48](Cl)=[O:49])[CH3:46]. Given the product [CH2:45]([N:47]([CH2:51][CH3:52])[C:48]([N:41]1[CH2:42][CH2:43][N:38]([C:35]2[CH:36]=[CH:37][C:32]([O:31][CH2:24][C:25]3[CH:26]=[CH:27][CH:28]=[CH:29][CH:30]=3)=[C:33]([F:44])[CH:34]=2)[CH2:39][CH2:40]1)=[O:49])[CH3:46], predict the reactants needed to synthesize it. (3) Given the product [CH:1]([C@@H:4]1[CH2:9][CH2:8][C@@H:7]([CH3:10])[CH2:6][C@H:5]1[CH:11]([OH:15])[CH2:12][C:13]#[C:14][C:17]1[CH:22]=[CH:21][CH:20]=[CH:19][N:18]=1)([CH3:3])[CH3:2], predict the reactants needed to synthesize it. The reactants are: [CH:1]([C@@H:4]1[CH2:9][CH2:8][C@@H:7]([CH3:10])[CH2:6][C@H:5]1[CH:11]([OH:15])[CH2:12][C:13]#[CH:14])([CH3:3])[CH3:2].Br[C:17]1[CH:22]=[CH:21][CH:20]=[CH:19][N:18]=1. (4) Given the product [S:5]1[CH:9]=[CH:8][C:7]([CH2:10][C:11]([O:13][CH3:1])=[O:12])=[CH:6]1, predict the reactants needed to synthesize it. The reactants are: [C:1](Cl)(=O)C.[S:5]1[CH:9]=[CH:8][C:7]([CH2:10][C:11]([OH:13])=[O:12])=[CH:6]1. (5) Given the product [NH2:60][C@@:59]([C:54]1[CH:53]=[CH:52][C:51]2[C:56](=[CH:57][CH:58]=[C:49]([O:48][C@H:45]3[CH2:44][CH2:43][C@H:42]([C:38]([CH3:41])([CH3:40])[CH3:39])[CH2:47][CH2:46]3)[C:50]=2[Cl:66])[CH:55]=1)([CH3:65])[CH2:63][OH:62], predict the reactants needed to synthesize it. The reactants are: N[C@@](C1C=CC2C(=CC=C(O[C@H]3CC[C@H](C(C)(C)C)CC3)C=2C2C=CC(OC(F)(F)F)=CC=2)C=1)(C)CO.[C:38]([C@H:42]1[CH2:47][CH2:46][C@H:45]([O:48][C:49]2[C:50]([Cl:66])=[C:51]3[C:56](=[CH:57][CH:58]=2)[CH:55]=[C:54]([C@:59]2([CH3:65])[CH2:63][O:62]C(=O)[NH:60]2)[CH:53]=[CH:52]3)[CH2:44][CH2:43]1)([CH3:41])([CH3:40])[CH3:39].